Dataset: Catalyst prediction with 721,799 reactions and 888 catalyst types from USPTO. Task: Predict which catalyst facilitates the given reaction. (1) Reactant: C(OC(=O)[NH:7][C@H:8]1[CH2:12][CH2:11][N:10]([CH2:13][CH2:14][C@@H:15]2[CH2:19][S:18][C:17]([C:20]3[NH:21][C:22]4[C:27]([CH:28]=3)=[CH:26][C:25]([Cl:29])=[CH:24][C:23]=4[NH:30][CH:31]3[CH2:36][CH2:35][O:34][CH2:33][CH2:32]3)=[N:16]2)[CH2:9]1)(C)(C)C.O1CCOCC1.Cl. Product: [NH2:7][C@H:8]1[CH2:12][CH2:11][N:10]([CH2:13][CH2:14][C@@H:15]2[CH2:19][S:18][C:17]([C:20]3[NH:21][C:22]4[C:27]([CH:28]=3)=[CH:26][C:25]([Cl:29])=[CH:24][C:23]=4[NH:30][CH:31]3[CH2:36][CH2:35][O:34][CH2:33][CH2:32]3)=[N:16]2)[CH2:9]1. The catalyst class is: 4. (2) Reactant: [CH2:1]([O:8][C:9]([NH:11][CH2:12][CH2:13][CH2:14][CH2:15][CH:16]([CH2:22][P:23]([CH:26]([NH:30][C:31](=[O:40])[CH2:32][CH2:33][C:34]1[CH:39]=[CH:38][CH:37]=[CH:36][CH:35]=1)[CH:27]([CH3:29])[CH3:28])([OH:25])=[O:24])[C:17]([O:19]CC)=[O:18])=[O:10])[C:2]1[CH:7]=[CH:6][CH:5]=[CH:4][CH:3]=1.[OH-].[Na+].Cl. Product: [CH2:1]([O:8][C:9]([NH:11][CH2:12][CH2:13][CH2:14][CH2:15][CH:16]([CH2:22][P:23]([CH:26]([NH:30][C:31](=[O:40])[CH2:32][CH2:33][C:34]1[CH:35]=[CH:36][CH:37]=[CH:38][CH:39]=1)[CH:27]([CH3:29])[CH3:28])([OH:25])=[O:24])[C:17]([OH:19])=[O:18])=[O:10])[C:2]1[CH:3]=[CH:4][CH:5]=[CH:6][CH:7]=1. The catalyst class is: 40. (3) Reactant: [CH2:1]([O:3][C:4]([C:6]1[S:7][C:8](S(C)(=O)=O)=[C:9]2[C:17]3[N:16]([CH3:18])[N:15]=[CH:14][C:13]=3[CH2:12][CH2:11][C:10]=12)=[O:5])[CH3:2].[CH2:23]([OH:25])[CH3:24].[H-].[Na+].C(O)(=O)CC(CC(O)=O)(C(O)=O)O. Product: [CH2:1]([O:3][C:4]([C:6]1[S:7][C:8]([O:25][CH2:23][CH3:24])=[C:9]2[C:17]3[N:16]([CH3:18])[N:15]=[CH:14][C:13]=3[CH2:12][CH2:11][C:10]=12)=[O:5])[CH3:2]. The catalyst class is: 1. (4) Reactant: [NH:1]1[C:9]2[C:4](=[CH:5][CH:6]=[CH:7][CH:8]=2)[C:3]([CH2:10][C:11]#[N:12])=[CH:2]1.[CH3:13][C:14]([O:17][C:18](O[C:18]([O:17][C:14]([CH3:16])([CH3:15])[CH3:13])=[O:19])=[O:19])([CH3:16])[CH3:15]. Product: [C:14]([O:17][C:18]([N:1]1[C:9]2[C:4](=[CH:5][CH:6]=[CH:7][CH:8]=2)[C:3]([CH2:10][C:11]#[N:12])=[CH:2]1)=[O:19])([CH3:16])([CH3:15])[CH3:13]. The catalyst class is: 64.